From a dataset of Full USPTO retrosynthesis dataset with 1.9M reactions from patents (1976-2016). Predict the reactants needed to synthesize the given product. (1) The reactants are: [CH3:1][C:2]1[CH:7]=[CH:6][CH:5]=[CH:4][C:3]=1[OH:8].[Na].[Cl:10][C:11]1[N:12]=[N:13][C:14](Cl)=[C:15]([O:18][CH3:19])[C:16]=1Cl. Given the product [Cl:10][C:11]1[N:12]=[N:13][C:14]([O:8][C:3]2[CH:4]=[CH:5][CH:6]=[CH:7][C:2]=2[CH3:1])=[C:15]([O:18][CH3:19])[C:16]=1[O:8][C:3]1[CH:4]=[CH:5][CH:6]=[CH:7][C:2]=1[CH3:1], predict the reactants needed to synthesize it. (2) The reactants are: Br[C:2]1[CH:17]=[CH:16][C:5]2[N:6]=[C:7]([O:9][CH:10]3[CH2:15][CH2:14][NH:13][CH2:12][CH2:11]3)[S:8][C:4]=2[CH:3]=1.CC1(C)C(C)(C)OB([C:26]2[CH2:31][CH2:30][N:29]([C:32]([O:34][C:35]([CH3:38])([CH3:37])[CH3:36])=[O:33])[CH2:28][CH:27]=2)O1.C([O-])([O-])=O.[K+].[K+]. Given the product [NH:13]1[CH2:14][CH2:15][CH:10]([O:9][C:7]2[S:8][C:4]3[CH:3]=[C:2]([C:26]4[CH2:31][CH2:30][N:29]([C:32]([O:34][C:35]([CH3:38])([CH3:37])[CH3:36])=[O:33])[CH2:28][CH:27]=4)[CH:17]=[CH:16][C:5]=3[N:6]=2)[CH2:11][CH2:12]1, predict the reactants needed to synthesize it. (3) Given the product [N:13]1([C:11]([N:2]2[CH2:6][CH2:5][C@H:4]([C:7]([O:9][CH3:10])=[O:8])[CH2:3]2)=[O:12])[CH:17]=[CH:16][N:15]=[CH:14]1, predict the reactants needed to synthesize it. The reactants are: Cl.[NH:2]1[CH2:6][CH2:5][C@H:4]([C:7]([O:9][CH3:10])=[O:8])[CH2:3]1.[C:11](N1C=CN=C1)([N:13]1[CH:17]=[CH:16][N:15]=[CH:14]1)=[O:12].C(N(CC)CC)C. (4) Given the product [C:28]([O:31][C:32]([NH:18][C:13]1[CH:14]=[N:15][CH:16]=[CH:17][C:12]=1[C@H:8]1[CH2:7][C@@H:6]([NH:19][C:20](=[O:21])[O:22][C:23]([CH3:25])([CH3:24])[CH3:42])[C@H:5]([OH:4])[C@@H:10]([CH3:11])[CH2:9]1)=[O:33])([CH3:30])([CH3:29])[CH3:27], predict the reactants needed to synthesize it. The reactants are: C([O:4][C@@H:5]1[C@@H:10]([CH3:11])[CH2:9][C@@H:8]([C:12]2[CH:17]=[CH:16][N:15]=[CH:14][C:13]=2[NH2:18])[CH2:7][C@H:6]1[NH:19][C:20]([O:22][C:23](C)([CH3:25])[CH3:24])=[O:21])(=O)C.[CH3:27][C:28]([O:31][C:32](O[C:32]([O:31][C:28]([CH3:30])([CH3:29])[CH3:27])=[O:33])=[O:33])([CH3:30])[CH3:29].[C:42]([O-])([O-])=O.[K+].[K+]. (5) Given the product [O:1]=[C:2]1[N:6]2[CH2:7][CH2:8][NH:9][CH2:10][C@H:5]2[CH2:4][N:3]1[C@@H:11]1[CH2:20][CH2:19][CH2:17][C@@H:12]1[C:13]([OH:15])=[O:14], predict the reactants needed to synthesize it. The reactants are: [O:1]=[C:2]1[N:6]2[CH2:7][CH2:8][NH:9][CH2:10][C@H:5]2[CH2:4][N:3]1[CH2:11][C:12]([CH3:17])(C)[C:13]([OH:15])=[O:14].F[C:19](F)(F)[C:20](O)=O.N[C@@H]1CCC[C@@H]1C(OCC)=O. (6) Given the product [CH3:1][C:2]([CH3:19])([OH:18])[CH2:3][NH:4][C:5]1[C:14]2[C:9](=[CH:10][CH:11]=[CH:12][N:13]=2)[N:8]=[CH:7][C:6]=1[NH2:15], predict the reactants needed to synthesize it. The reactants are: [CH3:1][C:2]([CH3:19])([OH:18])[CH2:3][NH:4][C:5]1[C:14]2[C:9](=[CH:10][CH:11]=[CH:12][N:13]=2)[N:8]=[CH:7][C:6]=1[N+:15]([O-])=O.[H][H]. (7) Given the product [C:1]1([CH2:7][CH2:8][CH2:9][CH2:10][CH2:11][CH2:12][C:13]([C:15]2[O:16][C:17]([C:20]([OH:22])=[O:21])=[CH:18][N:19]=2)=[O:14])[CH:6]=[CH:5][CH:4]=[CH:3][CH:2]=1, predict the reactants needed to synthesize it. The reactants are: [C:1]1([CH2:7][CH2:8][CH2:9][CH2:10][CH2:11][CH2:12][C:13]([C:15]2[O:16][C:17]([C:20]([O:22]C)=[O:21])=[CH:18][N:19]=2)=[O:14])[CH:6]=[CH:5][CH:4]=[CH:3][CH:2]=1. (8) Given the product [CH2:24]([O:23][C:13](=[O:22])[CH:14]=[C:15]([C:2]1[C:10]([O:11][CH3:12])=[CH:9][CH:8]=[C:7]2[C:3]=1[CH:4]=[CH:5][NH:6]2)[C:16]1[CH:21]=[CH:20][CH:19]=[CH:18][CH:17]=1)[CH3:25], predict the reactants needed to synthesize it. The reactants are: Br[C:2]1[C:10]([O:11][CH3:12])=[CH:9][CH:8]=[C:7]2[C:3]=1[CH:4]=[CH:5][NH:6]2.[C:13]([O:23][CH2:24][CH3:25])(=[O:22])[CH:14]=[CH:15][C:16]1[CH:21]=[CH:20][CH:19]=[CH:18][CH:17]=1. (9) Given the product [NH:1]1[C:5]2[CH:6]=[CH:7][CH:8]=[CH:9][C:4]=2[N:3]=[C:2]1[C:10]([C:12]1[CH:17]=[CH:16][C:15]([O:18][C:19]2[C:24]([C@H:25]3[CH2:30][CH2:29][C@@H:28]([OH:31])[CH2:27][CH2:26]3)=[N:23][CH:22]=[CH:21][N:20]=2)=[CH:14][CH:13]=1)=[O:11], predict the reactants needed to synthesize it. The reactants are: [NH:1]1[C:5]2[CH:6]=[CH:7][CH:8]=[CH:9][C:4]=2[N:3]=[C:2]1[C:10]([C:12]1[CH:17]=[CH:16][C:15]([O:18][C:19]2[C:24]([C:25]3[CH2:30][CH2:29][CH:28]([OH:31])[CH2:27][CH:26]=3)=[N:23][CH:22]=[CH:21][N:20]=2)=[CH:14][CH:13]=1)=[O:11].